Dataset: Forward reaction prediction with 1.9M reactions from USPTO patents (1976-2016). Task: Predict the product of the given reaction. (1) Given the reactants [F:1][C:2]1[CH:7]=[CH:6][CH:5]=[C:4]([C:8]2[CH:13]=[CH:12][C:11]([O:14][CH2:15][C:16]3[CH:25]=[CH:24][C:23]4[C:18](=[CH:19][CH:20]=[CH:21][CH:22]=4)[N:17]=3)=[CH:10][CH:9]=2)[C:3]=1[OH:26].[F:27][C:28]([F:41])([F:40])[S:29](O[S:29]([C:28]([F:41])([F:40])[F:27])(=[O:31])=[O:30])(=[O:31])=[O:30], predict the reaction product. The product is: [F:27][C:28]([F:41])([F:40])[S:29]([O:26][C:3]1[C:2]([F:1])=[CH:7][CH:6]=[CH:5][C:4]=1[C:8]1[CH:13]=[CH:12][C:11]([O:14][CH2:15][C:16]2[CH:25]=[CH:24][C:23]3[C:18](=[CH:19][CH:20]=[CH:21][CH:22]=3)[N:17]=2)=[CH:10][CH:9]=1)(=[O:31])=[O:30]. (2) Given the reactants [Cl:1][C:2]1[C:11]2[CH2:10][N:9]([C@H:12]([CH:16]([CH3:18])[CH3:17])[C:13](O)=[O:14])[C:8](=[O:19])[C:7]3=[CH:20][NH:21][C:5]([C:6]=23)=[N:4][CH:3]=1.[NH2:22][C:23]1[CH:24]=[C:25]([CH:28]=[CH:29][CH:30]=1)[C:26]#[N:27].CN(C(ON1N=NC2C=CC=NC1=2)=[N+](C)C)C.F[P-](F)(F)(F)(F)F, predict the reaction product. The product is: [Cl:1][C:2]1[C:11]2[CH2:10][N:9]([C@H:12]([CH:16]([CH3:17])[CH3:18])[C:13]([NH:22][C:23]3[CH:30]=[CH:29][CH:28]=[C:25]([C:26]#[N:27])[CH:24]=3)=[O:14])[C:8](=[O:19])[C:7]3=[CH:20][NH:21][C:5]([C:6]=23)=[N:4][CH:3]=1. (3) Given the reactants [C:1]([O:5][C:6]([NH:8][C@@H:9]([C:11]1[C:12]([F:46])=[C:13]([C:17]2[CH:22]=[C:21]([CH:23]=[CH:24][C:25]3[O:26][CH:27]=[CH:28][CH:29]=3)[CH:20]=[C:19]([CH2:30][O:31][C:32]3[CH:37]=[CH:36][CH:35]=[CH:34][C:33]=3[CH2:38][C:39]([O:41][C:42]([CH3:45])([CH3:44])[CH3:43])=[O:40])[CH:18]=2)[CH:14]=[CH:15][CH:16]=1)[CH3:10])=[O:7])([CH3:4])([CH3:3])[CH3:2], predict the reaction product. The product is: [C:1]([O:5][C:6]([NH:8][C@@H:9]([C:11]1[C:12]([F:46])=[C:13]([C:17]2[CH:22]=[C:21]([CH2:23][CH2:24][CH:25]3[CH2:29][CH2:28][CH2:27][O:26]3)[CH:20]=[C:19]([CH2:30][O:31][C:32]3[CH:37]=[CH:36][CH:35]=[CH:34][C:33]=3[CH2:38][C:39]([O:41][C:42]([CH3:45])([CH3:44])[CH3:43])=[O:40])[CH:18]=2)[CH:14]=[CH:15][CH:16]=1)[CH3:10])=[O:7])([CH3:4])([CH3:2])[CH3:3]. (4) Given the reactants [I:1][C:2]1[CH:11]=[C:10]2[C:5]([CH:6]=[CH:7][C:8]([O:12][CH:13]([O:18][CH3:19])[C:14]([O:16]C)=[O:15])=[CH:9]2)=[CH:4][CH:3]=1.O.[OH-].[Li+].C(OCC)(=O)C.Cl, predict the reaction product. The product is: [I:1][C:2]1[CH:11]=[C:10]2[C:5]([CH:6]=[CH:7][C:8]([O:12][CH:13]([O:18][CH3:19])[C:14]([OH:16])=[O:15])=[CH:9]2)=[CH:4][CH:3]=1.